Dataset: Full USPTO retrosynthesis dataset with 1.9M reactions from patents (1976-2016). Task: Predict the reactants needed to synthesize the given product. (1) Given the product [CH3:1][O:2][C:3]1[C:12]([NH:13][C:14]([N:34]2[CH2:35][CH2:36][N:31]([C:26]3[CH:27]=[C:28]([CH3:30])[CH:29]=[C:24]([CH3:23])[CH:25]=3)[CH2:32][CH2:33]2)=[O:22])=[N:11][C:10]2[C:5](=[CH:6][CH:7]=[CH:8][CH:9]=2)[N:4]=1, predict the reactants needed to synthesize it. The reactants are: [CH3:1][O:2][C:3]1[C:12]([NH:13][C:14](=[O:22])OC2C=CC=CC=2)=[N:11][C:10]2[C:5](=[CH:6][CH:7]=[CH:8][CH:9]=2)[N:4]=1.[CH3:23][C:24]1[CH:25]=[C:26]([N:31]2[CH2:36][CH2:35][NH:34][CH2:33][CH2:32]2)[CH:27]=[C:28]([CH3:30])[CH:29]=1. (2) Given the product [CH3:11][O:10][C:8]1[CH:9]=[C:2]2[C:3]([C:4]([NH2:12])=[N:5][NH:1]2)=[CH:6][CH:7]=1, predict the reactants needed to synthesize it. The reactants are: [NH2:1][C:2]1[CH:9]=[C:8]([O:10][CH3:11])[CH:7]=[CH:6][C:3]=1[C:4]#[N:5].[N:12]([O-])=O.[Na+].